The task is: Predict the reactants needed to synthesize the given product.. This data is from Full USPTO retrosynthesis dataset with 1.9M reactions from patents (1976-2016). Given the product [CH3:16][C:17]1[CH:26]=[C:25]([N:27]2[CH2:32][CH2:31][N:30]([C:5](=[O:6])/[CH:4]=[CH:3]/[C:2]([F:9])([F:8])[F:1])[CH2:29][CH:28]2[CH2:33][C:34]([O:36][CH3:37])=[O:35])[C:24]2[C:19](=[CH:20][CH:21]=[CH:22][CH:23]=2)[N:18]=1, predict the reactants needed to synthesize it. The reactants are: [F:1][C:2]([F:9])([F:8])/[CH:3]=[CH:4]/[C:5](O)=[O:6].C(Cl)(=O)C(Cl)=O.[CH3:16][C:17]1[CH:26]=[C:25]([N:27]2[CH2:32][CH2:31][NH:30][CH2:29][CH:28]2[CH2:33][C:34]([O:36][CH3:37])=[O:35])[C:24]2[C:19](=[CH:20][CH:21]=[CH:22][CH:23]=2)[N:18]=1.C(N(C(C)C)CC)(C)C.